From a dataset of Full USPTO retrosynthesis dataset with 1.9M reactions from patents (1976-2016). Predict the reactants needed to synthesize the given product. Given the product [C:12]([O:11][C:10](=[O:16])[NH:9][C@@H:7]([CH3:8])[C:6](=[O:17])[NH:5][CH2:1][CH2:2][CH:3]=[CH:4][CH2:19][CH2:18][NH:22][C:23](=[O:36])[C@H:24]([CH:25]([CH3:27])[CH3:26])[NH:28][C:29](=[O:35])[O:30][C:31]([CH3:32])([CH3:33])[CH3:34])([CH3:15])([CH3:14])[CH3:13], predict the reactants needed to synthesize it. The reactants are: [CH2:1]([NH:5][C:6](=[O:17])[C@@H:7]([NH:9][C:10](=[O:16])[O:11][C:12]([CH3:15])([CH3:14])[CH3:13])[CH3:8])[CH2:2][CH:3]=[CH2:4].[CH2:18]([NH:22][C:23](=[O:36])[C@@H:24]([NH:28][C:29](=[O:35])[O:30][C:31]([CH3:34])([CH3:33])[CH3:32])[CH:25]([CH3:27])[CH3:26])[CH2:19]C=C.C(OCC)=C.